From a dataset of Full USPTO retrosynthesis dataset with 1.9M reactions from patents (1976-2016). Predict the reactants needed to synthesize the given product. (1) Given the product [CH3:19][N:18]([CH3:20])[C@@H:15]1[CH2:16][CH2:17][N:13]([C:11]([C:9]2[S:10][C:3]3[C:4](=[N:5][CH:6]=[CH:7][C:2]=3[O:34][C:30]3[CH:29]=[C:28]4[C:33]([C:25]([C:23]([NH:22][CH3:21])=[O:24])=[C:26]([CH3:36])[N:27]4[CH3:35])=[CH:32][CH:31]=3)[CH:8]=2)=[O:12])[CH2:14]1, predict the reactants needed to synthesize it. The reactants are: Cl[C:2]1[CH:7]=[CH:6][N:5]=[C:4]2[CH:8]=[C:9]([C:11]([N:13]3[CH2:17][CH2:16][C@@H:15]([N:18]([CH3:20])[CH3:19])[CH2:14]3)=[O:12])[S:10][C:3]=12.[CH3:21][NH:22][C:23]([C:25]1[C:33]2[C:28](=[CH:29][C:30]([OH:34])=[CH:31][CH:32]=2)[N:27]([CH3:35])[C:26]=1[CH3:36])=[O:24].C([O-])([O-])=O.[Cs+].[Cs+]. (2) The reactants are: CO[C:3](=[O:38])[CH2:4][NH:5][C:6](=[O:37])[C:7]1[CH:12]=[C:11]([Cl:13])[C:10]([O:14][C:15]2[CH:20]=[CH:19][N:18]=[CH:17][C:16]=2[C:21]([N:23]2[C:32]3[C:27](=[CH:28][CH:29]=[CH:30][CH:31]=3)[N:26]([CH:33]3[CH2:35][CH2:34]3)[CH2:25][CH2:24]2)=[O:22])=[CH:9][C:8]=1[Cl:36].[OH:39][CH2:40][CH2:41]NCCO. Given the product [Cl:36][C:8]1[CH:9]=[C:10]([O:14][C:15]2[CH:20]=[CH:19][N:18]=[CH:17][C:16]=2[C:21]([N:23]2[C:32]3[C:27](=[CH:28][CH:29]=[CH:30][CH:31]=3)[N:26]([CH:33]3[CH2:34][CH2:35]3)[CH2:25][CH2:24]2)=[O:22])[C:11]([Cl:13])=[CH:12][C:7]=1[C:6]([N:5]([CH2:41][CH2:40][OH:39])[CH2:4][CH2:3][OH:38])=[O:37], predict the reactants needed to synthesize it. (3) Given the product [CH3:28][C:29]1[C:34]([C:2]2[N:11]=[C:10]([NH:12][CH2:13][C:14]([C:22]3[CH:27]=[CH:26][CH:25]=[CH:24][CH:23]=3)([C:16]3[CH:21]=[CH:20][CH:19]=[CH:18][CH:17]=3)[OH:15])[C:9]3[C:4](=[CH:5][CH:6]=[CH:7][CH:8]=3)[N:3]=2)=[CH:33][N:32]2[CH:38]=[CH:39][N:40]=[C:31]2[CH:30]=1, predict the reactants needed to synthesize it. The reactants are: Cl[C:2]1[N:11]=[C:10]([NH:12][CH2:13][C:14]([C:22]2[CH:27]=[CH:26][CH:25]=[CH:24][CH:23]=2)([C:16]2[CH:21]=[CH:20][CH:19]=[CH:18][CH:17]=2)[OH:15])[C:9]2[C:4](=[CH:5][CH:6]=[CH:7][CH:8]=2)[N:3]=1.[CH3:28][C:29]1[C:34](B(O)O)=[CH:33][N:32]2[CH:38]=[CH:39][N:40]=[C:31]2[CH:30]=1.C(NC1C2C(=CC=CC=2)N=C(C2SC3C=CC=CC=3C=2)N=1)(C1C=CC=CC=1)C1C=CC=CC=1. (4) The reactants are: [Cl:1][CH2:2][C:3]([NH:5][OH:6])=[NH:4].[CH3:7][S:8]([C:11]1[CH:29]=[CH:28][C:14]([O:15][CH2:16][CH2:17][C@H:18]([CH:20]2[CH2:25][CH2:24][N:23]([C:26]#N)[CH2:22][CH2:21]2)[CH3:19])=[CH:13][CH:12]=1)(=[O:10])=[O:9]. Given the product [Cl:1][CH2:2][C:3]1[N:4]=[C:26]([N:23]2[CH2:22][CH2:21][CH:20]([C@H:18]([CH3:19])[CH2:17][CH2:16][O:15][C:14]3[CH:13]=[CH:12][C:11]([S:8]([CH3:7])(=[O:9])=[O:10])=[CH:29][CH:28]=3)[CH2:25][CH2:24]2)[O:6][N:5]=1, predict the reactants needed to synthesize it. (5) Given the product [CH3:17][O:16][C:11](=[O:15])/[C:12](/[CH3:14])=[CH:13]/[C:6]1[CH:7]=[CH:8][C:3]([N:2]([CH3:10])[CH3:1])=[CH:4][CH:5]=1, predict the reactants needed to synthesize it. The reactants are: [CH3:1][N:2]([CH3:10])[C:3]1[CH:8]=[CH:7][C:6](Br)=[CH:5][CH:4]=1.[C:11]([O:16][CH3:17])(=[O:15])[C:12]([CH3:14])=[CH2:13].C1(C(N)C2CCCCC2)CCCCC1. (6) Given the product [CH3:22][O:21][C:19](=[O:20])[CH2:18][O:3][CH:4]1[CH2:5][CH2:6][N:7]([C:10]([O:12][C:13]([CH3:16])([CH3:15])[CH3:14])=[O:11])[CH2:8][CH2:9]1, predict the reactants needed to synthesize it. The reactants are: [H-].[Na+].[OH:3][CH:4]1[CH2:9][CH2:8][N:7]([C:10]([O:12][C:13]([CH3:16])([CH3:15])[CH3:14])=[O:11])[CH2:6][CH2:5]1.Br[CH2:18][C:19]([O:21][CH3:22])=[O:20]. (7) Given the product [Cl:1][C:2]1[CH:11]=[C:10]2[C:5]([C:6]([C:28]3[CH:29]=[C:30](/[CH:34]=[CH:35]/[C:36]([NH:56][S:53]([CH3:52])(=[O:55])=[O:54])=[O:38])[CH:31]=[CH:32][CH:33]=3)=[C:7]([CH2:13][C:14]([NH:16][C:17]3[CH:22]=[CH:21][C:20]([F:23])=[CH:19][C:18]=3[C:24]([F:26])([F:27])[F:25])=[O:15])[C:8](=[O:12])[O:9]2)=[CH:4][C:3]=1[CH3:39], predict the reactants needed to synthesize it. The reactants are: [Cl:1][C:2]1[CH:11]=[C:10]2[C:5]([C:6]([C:28]3[CH:29]=[C:30](/[CH:34]=[CH:35]/[C:36]([OH:38])=O)[CH:31]=[CH:32][CH:33]=3)=[C:7]([CH2:13][C:14]([NH:16][C:17]3[CH:22]=[CH:21][C:20]([F:23])=[CH:19][C:18]=3[C:24]([F:27])([F:26])[F:25])=[O:15])[C:8](=[O:12])[O:9]2)=[CH:4][C:3]=1[CH3:39].C(N1C=CN=C1)(N1C=CN=C1)=O.[CH3:52][S:53]([NH2:56])(=[O:55])=[O:54].C1CCN2C(=NCCC2)CC1.Cl. (8) The reactants are: [CH3:1][NH:2][CH2:3][C:4]1[O:5][C:6]2[CH:13]=[CH:12][CH:11]=[CH:10][C:7]=2[C:8]=1[CH3:9].CNCC1C=CC2C(=CC=CC=2)C=1CCC.[ClH:30].[N:31]1([CH2:37][CH2:38][N:39]2[CH2:44][C:43]3[CH:45]=[C:46](/[CH:49]=[CH:50]/[C:51](O)=[O:52])[CH:47]=[N:48][C:42]=3[NH:41][C:40]2=[O:54])[CH2:36][CH2:35][O:34][CH2:33][CH2:32]1.Cl.CN1CC2C=C(/C=C/C(O)=O)C=NC=2NC(=O)C1. Given the product [ClH:30].[CH3:1][N:2]([CH2:3][C:4]1[O:5][C:6]2[CH:13]=[CH:12][CH:11]=[CH:10][C:7]=2[C:8]=1[CH3:9])[C:51](=[O:52])/[CH:50]=[CH:49]/[C:46]1[CH:47]=[N:48][C:42]2[NH:41][C:40](=[O:54])[N:39]([CH2:38][CH2:37][N:31]3[CH2:32][CH2:33][O:34][CH2:35][CH2:36]3)[CH2:44][C:43]=2[CH:45]=1, predict the reactants needed to synthesize it.